Dataset: Reaction yield outcomes from USPTO patents with 853,638 reactions. Task: Predict the reaction yield, written as a fraction of the theoretical maximum amount of product (1.0 means a 100% yield; for example, 0.34 means a 34% yield). The reactants are O[CH:2]=[C:3]1[C:11]2[C:6](=[CH:7][C:8]([C:12]([C:14]3[CH:15]=[C:16]([NH:20][C:21]([C:23]4[N:24]([CH3:29])[N:25]=[C:26]([CH3:28])[CH:27]=4)=[O:22])[CH:17]=[CH:18][CH:19]=3)=[O:13])=[CH:9][CH:10]=2)[NH:5][C:4]1=[O:30].C1COCC1.[NH2:36][C:37]1[CH:42]=[CH:41][C:40]([CH2:43][CH2:44][OH:45])=[CH:39][CH:38]=1. The catalyst is CCOC(C)=O. The product is [OH:45][CH2:44][CH2:43][C:40]1[CH:41]=[CH:42][C:37]([NH:36][CH:2]=[C:3]2[C:11]3[C:6](=[CH:7][C:8]([C:12]([C:14]4[CH:15]=[C:16]([NH:20][C:21]([C:23]5[N:24]([CH3:29])[N:25]=[C:26]([CH3:28])[CH:27]=5)=[O:22])[CH:17]=[CH:18][CH:19]=4)=[O:13])=[CH:9][CH:10]=3)[NH:5][C:4]2=[O:30])=[CH:38][CH:39]=1. The yield is 0.200.